Dataset: Reaction yield outcomes from USPTO patents with 853,638 reactions. Task: Predict the reaction yield, written as a fraction of the theoretical maximum amount of product (1.0 means a 100% yield; for example, 0.34 means a 34% yield). The reactants are C[O:2][C:3]([C:5]1[CH:6]=[C:7]([C:20]2[CH:25]=[CH:24][C:23]([CH3:26])=[CH:22][CH:21]=2)[CH:8]=[C:9]([N:11]2[C:15]([C:16]([F:19])([F:18])[F:17])=[N:14][N:13]=[N:12]2)[CH:10]=1)=[O:4].O[Li].O. The catalyst is C1COCC1.O. The product is [CH3:26][C:23]1[CH:24]=[CH:25][C:20]([C:7]2[CH:8]=[C:9]([N:11]3[C:15]([C:16]([F:18])([F:19])[F:17])=[N:14][N:13]=[N:12]3)[CH:10]=[C:5]([C:3]([OH:4])=[O:2])[CH:6]=2)=[CH:21][CH:22]=1. The yield is 0.970.